From a dataset of Reaction yield outcomes from USPTO patents with 853,638 reactions. Predict the reaction yield, written as a fraction of the theoretical maximum amount of product (1.0 means a 100% yield; for example, 0.34 means a 34% yield). (1) The reactants are [CH3:1][N:2]1[CH2:7][CH2:6][C:5]([CH2:15][NH:16][CH3:17])([C:8]2[CH:13]=[CH:12][C:11]([F:14])=[CH:10][CH:9]=2)[CH2:4][CH2:3]1.[Br:18][C:19]1[C:28]2[C:23](=[CH:24][CH:25]=[CH:26][CH:27]=2)[C:22]([C:29](Cl)=[O:30])=[CH:21][CH:20]=1. No catalyst specified. The product is [CH3:1][N:2]1[CH2:3][CH2:4][C:5]([C:8]2[CH:13]=[CH:12][C:11]([F:14])=[CH:10][CH:9]=2)([CH2:15][N:16]([CH3:17])[C:29]([C:22]2[C:23]3[C:28](=[CH:27][CH:26]=[CH:25][CH:24]=3)[C:19]([Br:18])=[CH:20][CH:21]=2)=[O:30])[CH2:6][CH2:7]1. The yield is 0.860. (2) The reactants are Cl.[NH2:2][CH2:3][C:4]1[CH:12]=[CH:11][CH:10]=[C:9]2[C:5]=1[CH2:6][N:7]([CH:14]1[CH2:19][CH2:18][C:17](=[O:20])[NH:16][C:15]1=[O:21])[C:8]2=[O:13].[C:22](Cl)(=[O:31])[C:23]1[CH:28]=[CH:27][CH:26]=[C:25]([O:29][CH3:30])[CH:24]=1.C(N(CC)CC)C. The catalyst is C1COCC1. The product is [O:21]=[C:15]1[CH:14]([N:7]2[CH2:6][C:5]3[C:9](=[CH:10][CH:11]=[CH:12][C:4]=3[CH2:3][NH:2][C:22](=[O:31])[C:23]3[CH:28]=[CH:27][CH:26]=[C:25]([O:29][CH3:30])[CH:24]=3)[C:8]2=[O:13])[CH2:19][CH2:18][C:17](=[O:20])[NH:16]1. The yield is 0.930. (3) The reactants are Cl[C:2]1[N:3]=[C:4]([N:13]2[CH2:18][CH2:17][N:16]([C:19](=[O:27])[CH2:20][C:21]3[CH:26]=[CH:25][CH:24]=[CH:23][CH:22]=3)[CH2:15][CH2:14]2)[C:5]2[CH:10]=[C:9]([CH2:11][CH3:12])[S:8][C:6]=2[N:7]=1.Cl.[N:29]1[CH:34]=[CH:33][C:32]([CH2:35][CH2:36][SH:37])=[CH:31][CH:30]=1. The catalyst is CN(C=O)C. The product is [CH2:11]([C:9]1[S:8][C:6]2[N:7]=[C:2]([S:37][CH2:36][CH2:35][C:32]3[CH:33]=[CH:34][N:29]=[CH:30][CH:31]=3)[N:3]=[C:4]([N:13]3[CH2:18][CH2:17][N:16]([C:19](=[O:27])[CH2:20][C:21]4[CH:26]=[CH:25][CH:24]=[CH:23][CH:22]=4)[CH2:15][CH2:14]3)[C:5]=2[CH:10]=1)[CH3:12]. The yield is 0.200. (4) The reactants are Br[C:2]1[CH:7]=[CH:6][C:5]([CH2:8][CH2:9][CH2:10][CH2:11][C:12]([OH:14])=[O:13])=[CH:4][CH:3]=1.[F:15][C:16]([F:27])([F:26])[C:17]1[CH:22]=[CH:21][C:20](B(O)O)=[CH:19][CH:18]=1.C(=O)([O-])[O-].[Na+].[Na+].O. The catalyst is C(O)(C)C. The product is [F:15][C:16]([F:27])([F:26])[C:17]1[CH:22]=[CH:21][C:20]([C:2]2[CH:7]=[CH:6][C:5]([CH2:8][CH2:9][CH2:10][CH2:11][C:12]([OH:14])=[O:13])=[CH:4][CH:3]=2)=[CH:19][CH:18]=1. The yield is 0.320. (5) The reactants are [CH2:1]([NH:3][C:4]([C@H:6]1[CH2:10][CH2:9][CH2:8][N:7]1C(OC(C)(C)C)=O)=[O:5])[CH3:2].Cl. The catalyst is O1CCOCC1. The product is [CH2:1]([NH:3][C:4]([C@H:6]1[CH2:10][CH2:9][CH2:8][NH:7]1)=[O:5])[CH3:2]. The yield is 0.540. (6) The reactants are [C:1]([O:5][C:6]([NH:8][CH2:9][C@@H:10]1[CH2:15][CH2:14][C@H:13]([C:16]([OH:18])=O)[CH2:12][CH2:11]1)=[O:7])([CH3:4])([CH3:3])[CH3:2].CN1CCCCC1.ClC(OC)=O.Cl.[CH3:32][O:33][NH:34][CH3:35]. The catalyst is C(Cl)Cl. The product is [CH3:32][O:33][N:34]([CH3:35])[C:16]([C@@H:13]1[CH2:12][CH2:11][C@H:10]([CH2:9][NH:8][C:6](=[O:7])[O:5][C:1]([CH3:2])([CH3:3])[CH3:4])[CH2:15][CH2:14]1)=[O:18]. The yield is 0.640. (7) The reactants are Br[C:2]1[CH:3]=[C:4]([CH:29]=[CH:30][CH:31]=1)[C:5]([NH:7][CH:8]([C:10]1[N:15]=[N:14][C:13]([NH:16][C:17]2[CH:22]=[C:21]([O:23][CH3:24])[C:20]([O:25][CH3:26])=[C:19]([O:27][CH3:28])[CH:18]=2)=[N:12][CH:11]=1)[CH3:9])=[O:6].NC(C1N=NC(NC2C=C(OC)C(OC)=C(OC)C=2)=NC=1)C.[C:54]([C:57]1[CH:56]=[C:55]([CH:60]=[CH:59][CH:58]=1)[C:54](O)=[O:61])(=[O:61])[C:55]1[CH:60]=[CH:59][CH:58]=[CH:57][CH:56]=1.C(N(C(C)C)CC)(C)C.F[P-](F)(F)(F)(F)F.N1(OC(N(C)C)=[N+](C)C)C2N=CC=CC=2N=N1. The catalyst is CN(C)C=O. The product is [C:54]([C:2]1[CH:3]=[C:4]([CH:29]=[CH:30][CH:31]=1)[C:5]([NH:7][CH:8]([C:10]1[N:15]=[N:14][C:13]([NH:16][C:17]2[CH:18]=[C:19]([O:27][CH3:28])[C:20]([O:25][CH3:26])=[C:21]([O:23][CH3:24])[CH:22]=2)=[N:12][CH:11]=1)[CH3:9])=[O:6])(=[O:61])[C:55]1[CH:60]=[CH:59][CH:58]=[CH:57][CH:56]=1. The yield is 0.600. (8) The reactants are C([O:9][C@H:10]1[C@@H:14]([O:15]C(=O)C2C=CC=CC=2)[C@H:13]([CH2:24][O:25]C(=O)C2C=CC=CC=2)[O:12][C@@H:11]1[N:34]1[N:38]=[C:37]([C:39]([O:41]C)=O)[C:36]([C:43]([O:45]C)=O)=[N:35]1)(=O)C1C=CC=CC=1.[NH3:47].CO.[NH3:50]. No catalyst specified. The product is [C@H:11]1([N:34]2[N:35]=[C:36]([C:43]([NH2:47])=[O:45])[C:37]([C:39]([NH2:50])=[O:41])=[N:38]2)[O:12][C@@H:13]([CH2:24][OH:25])[C@H:14]([OH:15])[C@@H:10]1[OH:9]. The yield is 0.890. (9) The reactants are [NH:1]([C:15]([O:17][C:18]([CH3:21])([CH3:20])[CH3:19])=[O:16])[C@H:2]([C:4]([NH:6][C@H:7]([C:11]([O:13]C)=[O:12])[CH:8]([CH3:10])[CH3:9])=[O:5])[CH3:3].[OH-].[Na+]. The catalyst is CC(C)=O. The product is [NH:1]([C:15]([O:17][C:18]([CH3:21])([CH3:20])[CH3:19])=[O:16])[C@H:2]([C:4]([NH:6][C@H:7]([C:11]([OH:13])=[O:12])[CH:8]([CH3:10])[CH3:9])=[O:5])[CH3:3]. The yield is 0.990.